From a dataset of Forward reaction prediction with 1.9M reactions from USPTO patents (1976-2016). Predict the product of the given reaction. (1) Given the reactants [Cl:1][C:2]1[CH:7]=[CH:6][C:5]([C:8]2[N:16]=[C:15]3[C:11]([N:12]([CH3:17])[CH:13]=[N:14]3)=[C:10](OC)[N:9]=2)=[C:4]([F:20])[C:3]=1[O:21][CH3:22].Cl.[OH-].[Na+].CN(C=O)C.S(Cl)([Cl:33])=O, predict the reaction product. The product is: [Cl:33][C:10]1[N:9]=[C:8]([C:5]2[CH:6]=[CH:7][C:2]([Cl:1])=[C:3]([O:21][CH3:22])[C:4]=2[F:20])[N:16]=[C:15]2[C:11]=1[N:12]([CH3:17])[CH:13]=[N:14]2. (2) Given the reactants [C:1]([N:8]1[CH2:13][CH2:12][CH2:11][CH:10]([CH2:14][NH:15][C:16]2[CH:21]=[CH:20][CH:19]=[CH:18][CH:17]=2)[CH2:9]1)([O:3][C:4]([CH3:7])([CH3:6])[CH3:5])=[O:2].[CH3:22][O:23][CH2:24][C:25](Cl)=[O:26], predict the reaction product. The product is: [C:1]([N:8]1[CH2:13][CH2:12][CH2:11][CH:10]([CH2:14][N:15]([C:16]2[CH:21]=[CH:20][CH:19]=[CH:18][CH:17]=2)[C:25](=[O:26])[CH2:24][O:23][CH3:22])[CH2:9]1)([O:3][C:4]([CH3:6])([CH3:7])[CH3:5])=[O:2]. (3) Given the reactants [C:1]([O:5][C:6](=[O:18])[NH:7][C:8]1[CH:13]=[CH:12][C:11](I)=[CH:10][C:9]=1[N+:15]([O-:17])=[O:16])([CH3:4])([CH3:3])[CH3:2].[F:19][C:20]([F:32])([F:31])[O:21][C:22]1[CH:27]=[CH:26][C:25](B(O)O)=[CH:24][CH:23]=1, predict the reaction product. The product is: [C:1]([O:5][C:6](=[O:18])[NH:7][C:8]1[CH:13]=[CH:12][C:11]([C:25]2[CH:24]=[CH:23][C:22]([O:21][C:20]([F:19])([F:31])[F:32])=[CH:27][CH:26]=2)=[CH:10][C:9]=1[N+:15]([O-:17])=[O:16])([CH3:4])([CH3:3])[CH3:2].